This data is from NCI-60 drug combinations with 297,098 pairs across 59 cell lines. The task is: Regression. Given two drug SMILES strings and cell line genomic features, predict the synergy score measuring deviation from expected non-interaction effect. (1) Drug 1: C1CCC(C1)C(CC#N)N2C=C(C=N2)C3=C4C=CNC4=NC=N3. Drug 2: N.N.Cl[Pt+2]Cl. Cell line: MDA-MB-231. Synergy scores: CSS=3.29, Synergy_ZIP=-1.66, Synergy_Bliss=-1.26, Synergy_Loewe=-1.45, Synergy_HSA=-1.72. (2) Drug 1: C1CC2CC3=C(CC1C24CN(S(=O)(=O)N4)CC(F)(F)F)C=CC(=C3)C=CCN5CCC(CC5)C(F)(F)F. Drug 2: C1=CN(C(=O)N=C1N)C2C(C(C(O2)CO)O)(F)F. Cell line: UACC62. Synergy scores: CSS=44.6, Synergy_ZIP=-0.492, Synergy_Bliss=0.0687, Synergy_Loewe=-2.27, Synergy_HSA=4.00. (3) Drug 1: C1=CC=C(C=C1)NC(=O)CCCCCCC(=O)NO. Drug 2: B(C(CC(C)C)NC(=O)C(CC1=CC=CC=C1)NC(=O)C2=NC=CN=C2)(O)O. Cell line: SF-295. Synergy scores: CSS=62.3, Synergy_ZIP=-0.269, Synergy_Bliss=3.49, Synergy_Loewe=-23.0, Synergy_HSA=1.18. (4) Drug 1: C1C(C(OC1N2C=NC(=NC2=O)N)CO)O. Drug 2: COCCOC1=C(C=C2C(=C1)C(=NC=N2)NC3=CC=CC(=C3)C#C)OCCOC.Cl. Cell line: SF-295. Synergy scores: CSS=-4.35, Synergy_ZIP=3.19, Synergy_Bliss=1.77, Synergy_Loewe=-2.31, Synergy_HSA=-3.57. (5) Drug 1: CC1C(C(=O)NC(C(=O)N2CCCC2C(=O)N(CC(=O)N(C(C(=O)O1)C(C)C)C)C)C(C)C)NC(=O)C3=C4C(=C(C=C3)C)OC5=C(C(=O)C(=C(C5=N4)C(=O)NC6C(OC(=O)C(N(C(=O)CN(C(=O)C7CCCN7C(=O)C(NC6=O)C(C)C)C)C)C(C)C)C)N)C. Drug 2: CC1=CC=C(C=C1)C2=CC(=NN2C3=CC=C(C=C3)S(=O)(=O)N)C(F)(F)F. Cell line: 786-0. Synergy scores: CSS=32.7, Synergy_ZIP=-3.53, Synergy_Bliss=4.46, Synergy_Loewe=-17.8, Synergy_HSA=3.19. (6) Drug 1: C1=CC(=CC=C1CCCC(=O)O)N(CCCl)CCCl. Drug 2: CCCCCOC(=O)NC1=NC(=O)N(C=C1F)C2C(C(C(O2)C)O)O. Cell line: 786-0. Synergy scores: CSS=45.9, Synergy_ZIP=-3.22, Synergy_Bliss=-7.99, Synergy_Loewe=-19.4, Synergy_HSA=-7.51. (7) Drug 1: C1=CC(=CC=C1C#N)C(C2=CC=C(C=C2)C#N)N3C=NC=N3. Drug 2: CC=C1C(=O)NC(C(=O)OC2CC(=O)NC(C(=O)NC(CSSCCC=C2)C(=O)N1)C(C)C)C(C)C. Cell line: NCI-H522. Synergy scores: CSS=20.0, Synergy_ZIP=2.65, Synergy_Bliss=1.45, Synergy_Loewe=-56.5, Synergy_HSA=-4.46. (8) Drug 1: CCN(CC)CCCC(C)NC1=C2C=C(C=CC2=NC3=C1C=CC(=C3)Cl)OC. Drug 2: C1C(C(OC1N2C=NC(=NC2=O)N)CO)O. Cell line: K-562. Synergy scores: CSS=44.0, Synergy_ZIP=-4.11, Synergy_Bliss=-7.26, Synergy_Loewe=-7.33, Synergy_HSA=-4.00. (9) Drug 1: C1C(C(OC1N2C=NC3=C2NC=NCC3O)CO)O. Drug 2: COCCOC1=C(C=C2C(=C1)C(=NC=N2)NC3=CC=CC(=C3)C#C)OCCOC.Cl. Cell line: DU-145. Synergy scores: CSS=9.60, Synergy_ZIP=-1.10, Synergy_Bliss=0.0618, Synergy_Loewe=0.746, Synergy_HSA=1.36. (10) Drug 1: C1=NC(=NC(=O)N1C2C(C(C(O2)CO)O)O)N. Drug 2: CC12CCC3C(C1CCC2OP(=O)(O)O)CCC4=C3C=CC(=C4)OC(=O)N(CCCl)CCCl.[Na+]. Cell line: MALME-3M. Synergy scores: CSS=14.9, Synergy_ZIP=-4.60, Synergy_Bliss=0.342, Synergy_Loewe=-10.7, Synergy_HSA=-0.913.